From a dataset of Full USPTO retrosynthesis dataset with 1.9M reactions from patents (1976-2016). Predict the reactants needed to synthesize the given product. (1) Given the product [O:16]1[CH2:17][CH2:18][CH2:19][CH2:20][CH:21]1[O:15][CH2:14][C:3]([CH2:2][O:1][CH:17]1[CH2:18][CH2:19][CH2:20][CH2:21][O:16]1)([C:4]([O:6][CH2:7][CH3:8])=[O:5])[C:9]([O:11][CH2:12][CH3:13])=[O:10], predict the reactants needed to synthesize it. The reactants are: [OH:1][CH2:2][C:3]([CH2:14][OH:15])([C:9]([O:11][CH2:12][CH3:13])=[O:10])[C:4]([O:6][CH2:7][CH3:8])=[O:5].[O:16]1[CH:21]=[CH:20][CH2:19][CH2:18][CH2:17]1. (2) The reactants are: [F:1][C:2]1[CH:7]=[CH:6][C:5]([CH2:8][N:9]2[CH:13]=[C:12]([CH2:14][N:15]([C:29]3[CH:30]=[N:31][C:32]([CH:35]([CH3:37])[CH3:36])=[CH:33][CH:34]=3)[C:16]([CH:18]3[C:27]4[C:22](=[C:23]([OH:28])[CH:24]=[CH:25][CH:26]=4)[CH2:21][CH2:20][CH2:19]3)=[O:17])[CH:11]=[N:10]2)=[CH:4][CH:3]=1.[Cl:38]C1C=CC=C(C(OO)=[O:46])C=1. Given the product [ClH:38].[F:1][C:2]1[CH:7]=[CH:6][C:5]([CH2:8][N:9]2[CH:13]=[C:12]([CH2:14][N:15]([C:29]3[CH:30]=[N+:31]([O-:46])[C:32]([CH:35]([CH3:37])[CH3:36])=[CH:33][CH:34]=3)[C:16]([CH:18]3[C:27]4[C:22](=[C:23]([OH:28])[CH:24]=[CH:25][CH:26]=4)[CH2:21][CH2:20][CH2:19]3)=[O:17])[CH:11]=[N:10]2)=[CH:4][CH:3]=1, predict the reactants needed to synthesize it. (3) Given the product [C:16]([C:14]1[CH:13]=[C:12]([NH:20][S:21]([CH3:24])(=[O:22])=[O:23])[C:11]([O:25][CH3:26])=[C:10]([NH:9][C:7](=[O:8])[C:6]2[CH:27]=[CH:28][CH:29]=[C:4]([N:1]3[CH:31]=[C:30]([C:32]4[CH:33]=[N:34][CH:35]=[CH:36][CH:37]=4)[N:3]=[N:2]3)[CH:5]=2)[CH:15]=1)([CH3:17])([CH3:18])[CH3:19], predict the reactants needed to synthesize it. The reactants are: [N:1]([C:4]1[CH:5]=[C:6]([CH:27]=[CH:28][CH:29]=1)[C:7]([NH:9][C:10]1[CH:15]=[C:14]([C:16]([CH3:19])([CH3:18])[CH3:17])[CH:13]=[C:12]([NH:20][S:21]([CH3:24])(=[O:23])=[O:22])[C:11]=1[O:25][CH3:26])=[O:8])=[N+:2]=[N-:3].[C:30]([C:32]1[CH:33]=[N:34][CH:35]=[CH:36][CH:37]=1)#[CH:31]. (4) Given the product [CH3:24][O:25][C:26]1[CH:31]=[CH:30][CH:29]=[CH:28][C:27]=1[S:32]([NH:1][C:2]1[CH:7]=[N:6][CH:5]=[C:4]([C:8]2[S:12][C:11]([C:13]3[CH:14]=[C:15]4[C:19](=[CH:20][CH:21]=3)[C:18](=[O:22])[N:17]([CH3:23])[CH2:16]4)=[CH:10][CH:9]=2)[CH:3]=1)(=[O:34])=[O:33], predict the reactants needed to synthesize it. The reactants are: [NH2:1][C:2]1[CH:3]=[C:4]([C:8]2[S:12][C:11]([C:13]3[CH:14]=[C:15]4[C:19](=[CH:20][CH:21]=3)[C:18](=[O:22])[N:17]([CH3:23])[CH2:16]4)=[CH:10][CH:9]=2)[CH:5]=[N:6][CH:7]=1.[CH3:24][O:25][C:26]1[CH:31]=[CH:30][CH:29]=[CH:28][C:27]=1[S:32](Cl)(=[O:34])=[O:33]. (5) Given the product [F:12][C:3]1[CH:4]=[CH:5][C:6]([S:8]([CH3:11])(=[O:10])=[O:9])=[CH:7][C:2]=1[B:13]1[O:17][C:16]([CH3:19])([CH3:18])[C:15]([CH3:21])([CH3:20])[O:14]1, predict the reactants needed to synthesize it. The reactants are: Br[C:2]1[CH:7]=[C:6]([S:8]([CH3:11])(=[O:10])=[O:9])[CH:5]=[CH:4][C:3]=1[F:12].[B:13]1([B:13]2[O:17][C:16]([CH3:19])([CH3:18])[C:15]([CH3:21])([CH3:20])[O:14]2)[O:17][C:16]([CH3:19])([CH3:18])[C:15]([CH3:21])([CH3:20])[O:14]1.C([O-])(=O)C.[K+]. (6) Given the product [F:26][C:21]1[CH:22]=[CH:23][CH:24]=[CH:25][C:20]=1[C:9]1[CH:17]=[CH:16][CH:15]=[C:14]2[C:10]=1[CH:11]=[CH:12][NH:13]2, predict the reactants needed to synthesize it. The reactants are: CC1(C)C(C)(C)OB([C:9]2[CH:17]=[CH:16][CH:15]=[C:14]3[C:10]=2[CH:11]=[CH:12][NH:13]3)O1.Br[C:20]1[CH:25]=[CH:24][CH:23]=[CH:22][C:21]=1[F:26].[OH-].[Na+]. (7) The reactants are: [Li]CCCC.Br[C:7]1[C:12]([CH:13]2[O:17]CCO2)=[C:11]([F:18])[C:10](CCC)=[CH:9][CH:8]=1.[B:22]([O:27]C)([O:25]C)OC.C1C[O:32][CH2:31][CH2:30]1. Given the product [F:18][C:11]1[C:12]([CH:13]=[O:17])=[C:7]([B:22]([OH:25])[OH:27])[CH:8]=[CH:9][C:10]=1[O:32][CH2:31][CH3:30], predict the reactants needed to synthesize it. (8) The reactants are: C(=O)([O-])[O-].[K+].[K+].Cl[CH2:8][CH2:9][CH2:10][C:11]#[N:12].[NH2:13][CH:14]1[C:22]2[C:17](=[CH:18][CH:19]=[CH:20][CH:21]=2)[CH2:16][CH2:15]1. Given the product [C:11]([CH2:10][CH2:9][CH2:8][NH:13][CH:14]1[C:22]2[C:17](=[CH:18][CH:19]=[CH:20][CH:21]=2)[CH2:16][CH2:15]1)#[N:12], predict the reactants needed to synthesize it.